Task: Regression. Given a peptide amino acid sequence and an MHC pseudo amino acid sequence, predict their binding affinity value. This is MHC class II binding data.. Dataset: Peptide-MHC class II binding affinity with 134,281 pairs from IEDB (1) The peptide sequence is SVTIKLDGNLLSSND. The MHC is HLA-DQA10401-DQB10402 with pseudo-sequence HLA-DQA10401-DQB10402. The binding affinity (normalized) is 0.239. (2) The binding affinity (normalized) is 0.486. The peptide sequence is INAPTAAAIAYGLDR. The MHC is HLA-DQA10401-DQB10402 with pseudo-sequence HLA-DQA10401-DQB10402. (3) The peptide sequence is ALTGATEIQNSGGTS. The MHC is DRB1_0405 with pseudo-sequence DRB1_0405. The binding affinity (normalized) is 0. (4) The peptide sequence is YQIAFSRGNRAFIAI. The MHC is HLA-DPA10201-DPB10501 with pseudo-sequence HLA-DPA10201-DPB10501. The binding affinity (normalized) is 0.331. (5) The peptide sequence is RQKIIYSGAVNLDDE. The MHC is H-2-IAb with pseudo-sequence H-2-IAb. The binding affinity (normalized) is 0.408. (6) The peptide sequence is YDKFLANVSTVDTGK. The MHC is DRB1_0101 with pseudo-sequence DRB1_0101. The binding affinity (normalized) is 0.787. (7) The binding affinity (normalized) is 0.357. The MHC is DRB1_0401 with pseudo-sequence DRB1_0401. The peptide sequence is VQNTVEDLKLNTLGR. (8) The peptide sequence is GGTWVSATLEQDKCV. The MHC is DRB1_0802 with pseudo-sequence DRB1_0802. The binding affinity (normalized) is 0.218. (9) The peptide sequence is EGKPTEKHIQIRSTN. The MHC is DRB1_0404 with pseudo-sequence DRB1_0404. The binding affinity (normalized) is 0.113.